This data is from NCI-60 drug combinations with 297,098 pairs across 59 cell lines. The task is: Regression. Given two drug SMILES strings and cell line genomic features, predict the synergy score measuring deviation from expected non-interaction effect. (1) Drug 1: CC1=C2C(C(=O)C3(C(CC4C(C3C(C(C2(C)C)(CC1OC(=O)C(C(C5=CC=CC=C5)NC(=O)OC(C)(C)C)O)O)OC(=O)C6=CC=CC=C6)(CO4)OC(=O)C)OC)C)OC. Drug 2: CCC1(CC2CC(C3=C(CCN(C2)C1)C4=CC=CC=C4N3)(C5=C(C=C6C(=C5)C78CCN9C7C(C=CC9)(C(C(C8N6C=O)(C(=O)OC)O)OC(=O)C)CC)OC)C(=O)OC)O.OS(=O)(=O)O. Cell line: SK-MEL-5. Synergy scores: CSS=50.2, Synergy_ZIP=-0.281, Synergy_Bliss=-1.59, Synergy_Loewe=-2.74, Synergy_HSA=1.37. (2) Drug 1: CCCCCOC(=O)NC1=NC(=O)N(C=C1F)C2C(C(C(O2)C)O)O. Drug 2: CC1=C(C(=O)C2=C(C1=O)N3CC4C(C3(C2COC(=O)N)OC)N4)N. Cell line: PC-3. Synergy scores: CSS=5.40, Synergy_ZIP=-1.92, Synergy_Bliss=1.38, Synergy_Loewe=-15.0, Synergy_HSA=-1.94. (3) Drug 1: C1=CC(=CC=C1CC(C(=O)O)N)N(CCCl)CCCl.Cl. Drug 2: CC=C1C(=O)NC(C(=O)OC2CC(=O)NC(C(=O)NC(CSSCCC=C2)C(=O)N1)C(C)C)C(C)C. Cell line: TK-10. Synergy scores: CSS=46.3, Synergy_ZIP=2.59, Synergy_Bliss=3.77, Synergy_Loewe=-13.0, Synergy_HSA=1.91.